This data is from Forward reaction prediction with 1.9M reactions from USPTO patents (1976-2016). The task is: Predict the product of the given reaction. Given the reactants [C:1]([O:5][C:6]([N:8]1[CH2:13][CH2:12][CH:11]([O:14][C:15]2[CH:20]=[CH:19][C:18]([N+:21]([O-])=O)=[CH:17][CH:16]=2)[CH2:10][CH2:9]1)=[O:7])([CH3:4])([CH3:3])[CH3:2], predict the reaction product. The product is: [C:1]([O:5][C:6]([N:8]1[CH2:13][CH2:12][CH:11]([O:14][C:15]2[CH:20]=[CH:19][C:18]([NH2:21])=[CH:17][CH:16]=2)[CH2:10][CH2:9]1)=[O:7])([CH3:4])([CH3:2])[CH3:3].